Dataset: Tox21: 12 toxicity assays (nuclear receptors and stress response pathways). Task: Binary classification across 12 toxicity assays. (1) The compound is Cc1nc2sccn2c(=O)c1CCN1CCC(=C(c2ccc(F)cc2)c2ccc(F)cc2)CC1. It tested positive (active) for: SR-ARE (Antioxidant Response Element (oxidative stress)). (2) The molecule is COC(OC)(C(=O)c1ccccc1)c1ccccc1. It tested positive (active) for: NR-ER (Estrogen Receptor agonist activity), and NR-ER-LBD (Estrogen Receptor Ligand Binding Domain agonist). (3) It tested positive (active) for: SR-p53 (p53 tumor suppressor activation). The molecule is CC(=O)Oc1ccc(C2(c3ccc(OC(C)=O)cc3)Oc3ccccc3NC2=O)cc1. (4) The compound is CCCCCCCCCOC(=O)c1ccc(O)cc1. It tested positive (active) for: NR-ER (Estrogen Receptor agonist activity), NR-ER-LBD (Estrogen Receptor Ligand Binding Domain agonist), and SR-MMP (Mitochondrial Membrane Potential disruption). (5) The compound is Nc1ccc2cc3ccc(N)cc3nc2c1. It tested positive (active) for: NR-AR-LBD (Androgen Receptor Ligand Binding Domain agonist), NR-AhR (Aryl hydrocarbon Receptor agonist activity), NR-Aromatase (Aromatase enzyme inhibition), NR-ER (Estrogen Receptor agonist activity), SR-ARE (Antioxidant Response Element (oxidative stress)), SR-MMP (Mitochondrial Membrane Potential disruption), and SR-p53 (p53 tumor suppressor activation). (6) The compound is [O-][n+]1ccccc1SSc1cccc[n+]1[O-]. It tested positive (active) for: NR-AR-LBD (Androgen Receptor Ligand Binding Domain agonist), NR-PPAR-gamma (PPAR-gamma nuclear receptor agonist), SR-ATAD5 (ATAD5 genotoxicity (DNA damage)), SR-MMP (Mitochondrial Membrane Potential disruption), and SR-p53 (p53 tumor suppressor activation). (7) The drug is O=C(O)C(Br)Br. It tested positive (active) for: SR-ARE (Antioxidant Response Element (oxidative stress)).